Dataset: Catalyst prediction with 721,799 reactions and 888 catalyst types from USPTO. Task: Predict which catalyst facilitates the given reaction. Reactant: [F:1][C:2]1[CH:3]=[C:4]([CH:28]=[C:29]([F:31])[CH:30]=1)[O:5][C:6]1[CH:11]=[CH:10][C:9]([C:12]2[C:20]3[C:15](=[N:16][CH:17]=[N:18][C:19]=3[NH2:21])[N:14]([CH2:22][C@H:23]3[CH2:27][CH2:26][CH2:25][NH:24]3)[N:13]=2)=[CH:8][CH:7]=1.[C:32]([CH2:34][C:35](O)=[O:36])#[N:33].CN(C(ON1N=NC2C=CC=NC1=2)=[N+](C)C)C.F[P-](F)(F)(F)(F)F.C(N(CC)CC)C. Product: [NH2:21][C:19]1[N:18]=[CH:17][N:16]=[C:15]2[N:14]([CH2:22][C@H:23]3[CH2:27][CH2:26][CH2:25][N:24]3[C:35](=[O:36])[CH2:34][C:32]#[N:33])[N:13]=[C:12]([C:9]3[CH:8]=[CH:7][C:6]([O:5][C:4]4[CH:28]=[C:29]([F:31])[CH:30]=[C:2]([F:1])[CH:3]=4)=[CH:11][CH:10]=3)[C:20]=12. The catalyst class is: 9.